This data is from NCI-60 drug combinations with 297,098 pairs across 59 cell lines. The task is: Regression. Given two drug SMILES strings and cell line genomic features, predict the synergy score measuring deviation from expected non-interaction effect. (1) Drug 1: CC1=C(C=C(C=C1)NC2=NC=CC(=N2)N(C)C3=CC4=NN(C(=C4C=C3)C)C)S(=O)(=O)N.Cl. Drug 2: CCC1=CC2CC(C3=C(CN(C2)C1)C4=CC=CC=C4N3)(C5=C(C=C6C(=C5)C78CCN9C7C(C=CC9)(C(C(C8N6C)(C(=O)OC)O)OC(=O)C)CC)OC)C(=O)OC.C(C(C(=O)O)O)(C(=O)O)O. Cell line: OVCAR3. Synergy scores: CSS=66.4, Synergy_ZIP=14.1, Synergy_Bliss=11.4, Synergy_Loewe=-33.6, Synergy_HSA=11.4. (2) Drug 1: CC1=C(C=C(C=C1)C(=O)NC2=CC(=CC(=C2)C(F)(F)F)N3C=C(N=C3)C)NC4=NC=CC(=N4)C5=CN=CC=C5. Drug 2: CC=C1C(=O)NC(C(=O)OC2CC(=O)NC(C(=O)NC(CSSCCC=C2)C(=O)N1)C(C)C)C(C)C. Cell line: HS 578T. Synergy scores: CSS=28.4, Synergy_ZIP=0.210, Synergy_Bliss=1.26, Synergy_Loewe=-20.0, Synergy_HSA=0.458. (3) Drug 1: C1CC(=O)NC(=O)C1N2CC3=C(C2=O)C=CC=C3N. Drug 2: CCC1(C2=C(COC1=O)C(=O)N3CC4=CC5=C(C=CC(=C5CN(C)C)O)N=C4C3=C2)O.Cl. Cell line: OVCAR-8. Synergy scores: CSS=24.8, Synergy_ZIP=-10.3, Synergy_Bliss=-1.48, Synergy_Loewe=-24.1, Synergy_HSA=-0.0538. (4) Drug 1: CN(C(=O)NC(C=O)C(C(C(CO)O)O)O)N=O. Drug 2: CC1C(C(CC(O1)OC2CC(CC3=C2C(=C4C(=C3O)C(=O)C5=C(C4=O)C(=CC=C5)OC)O)(C(=O)CO)O)N)O.Cl. Cell line: K-562. Synergy scores: CSS=37.6, Synergy_ZIP=-2.99, Synergy_Bliss=-3.43, Synergy_Loewe=-19.6, Synergy_HSA=0.822. (5) Drug 1: C1=CC(=CC=C1CCCC(=O)O)N(CCCl)CCCl. Drug 2: C1CNP(=O)(OC1)N(CCCl)CCCl. Cell line: U251. Synergy scores: CSS=30.2, Synergy_ZIP=2.94, Synergy_Bliss=2.00, Synergy_Loewe=-13.8, Synergy_HSA=0.504. (6) Drug 1: CN(C(=O)NC(C=O)C(C(C(CO)O)O)O)N=O. Drug 2: C(CN)CNCCSP(=O)(O)O. Cell line: NCI-H522. Synergy scores: CSS=3.48, Synergy_ZIP=-0.254, Synergy_Bliss=3.25, Synergy_Loewe=1.41, Synergy_HSA=2.06.